From a dataset of Forward reaction prediction with 1.9M reactions from USPTO patents (1976-2016). Predict the product of the given reaction. (1) Given the reactants [N:1]1([C:7]2[S:8][C:9]([C:23]([NH2:25])=O)=[C:10]([CH2:12][C:13]3[CH:22]=[CH:21][C:20]4[C:15](=[CH:16][CH:17]=[CH:18][CH:19]=4)[CH:14]=3)[N:11]=2)[CH2:6][CH2:5][O:4][CH2:3][CH2:2]1.P(Cl)(Cl)(Cl)=O, predict the reaction product. The product is: [N:1]1([C:7]2[S:8][C:9]([C:23]#[N:25])=[C:10]([CH2:12][C:13]3[CH:22]=[CH:21][C:20]4[C:15](=[CH:16][CH:17]=[CH:18][CH:19]=4)[CH:14]=3)[N:11]=2)[CH2:6][CH2:5][O:4][CH2:3][CH2:2]1. (2) Given the reactants [N:1]1([CH2:6][C:7]([C:9]2[S:10][CH:11]=[CH:12][N:13]=2)=O)[CH:5]=[CH:4][N:3]=[CH:2]1.[Br-].[CH3:15][O:16][C:17]([C:19]1[CH:44]=[CH:43][C:22]([CH2:23][P+](C2C=CC=CC=2)(C2C=CC=CC=2)C2C=CC=CC=2)=[CH:21][C:20]=1[C:45]1[CH:50]=[CH:49][CH:48]=[CH:47][CH:46]=1)=[O:18].C1OCCOCCOCCOCCOCCOC1.CC(C)([O-])C.[K+], predict the reaction product. The product is: [N:1]1([CH2:6]/[C:7](/[C:9]2[S:10][CH:11]=[CH:12][N:13]=2)=[CH:23]/[C:22]2[CH:43]=[CH:44][C:19]([C:17]([O:16][CH3:15])=[O:18])=[C:20]([C:45]3[CH:50]=[CH:49][CH:48]=[CH:47][CH:46]=3)[CH:21]=2)[CH:5]=[CH:4][N:3]=[CH:2]1. (3) The product is: [CH3:1][C:2]1([C:15]([O:17][CH3:18])=[O:16])[CH2:7][CH2:6][NH:5][CH2:4][CH2:3]1. Given the reactants [CH3:1][C:2]1([C:15]([O:17][CH3:18])=[O:16])[CH2:7][CH2:6][N:5](C(OC(C)(C)C)=O)[CH2:4][CH2:3]1.Cl.O1CCOCC1, predict the reaction product. (4) Given the reactants [C:1]([C:9]1[C:10]2[CH:21]=[CH:20][CH:19]=[CH:18][C:11]=2[S:12][C:13]=1[NH:14]C(=O)C)(=[O:8])[C:2]1[CH:7]=[CH:6][CH:5]=[CH:4][CH:3]=1.[OH-].[Na+], predict the reaction product. The product is: [NH2:14][C:13]1[S:12][C:11]2[CH:18]=[CH:19][CH:20]=[CH:21][C:10]=2[C:9]=1[C:1]([C:2]1[CH:7]=[CH:6][CH:5]=[CH:4][CH:3]=1)=[O:8]. (5) Given the reactants [CH2:1]([N:5]1[C:10](=O)[CH2:9][NH:8][C:7]([C:12]2[CH:17]=[CH:16][C:15]([Cl:18])=[C:14]([Cl:19])[CH:13]=2)=[N:6]1)[CH2:2][CH2:3][CH3:4].P12(SP3(SP(SP(S3)(S1)=S)(=S)S2)=S)=[S:21], predict the reaction product. The product is: [CH2:1]([N:5]1[C:10](=[S:21])[CH2:9][NH:8][C:7]([C:12]2[CH:17]=[CH:16][C:15]([Cl:18])=[C:14]([Cl:19])[CH:13]=2)=[N:6]1)[CH2:2][CH2:3][CH3:4].